From a dataset of Full USPTO retrosynthesis dataset with 1.9M reactions from patents (1976-2016). Predict the reactants needed to synthesize the given product. (1) Given the product [C:12]([O:11][CH:10]([CH2:9][OH:8])[CH2:35][O:36][CH2:37][CH2:38][CH2:39][CH2:40][CH2:41][CH2:42][CH2:43][CH2:44][CH2:45][CH2:46][CH2:47][CH2:48][CH2:49][CH2:50][CH2:51][CH3:52])(=[O:34])/[CH:13]=[CH:14]\[CH:15]=[CH:16][CH:17]=[CH:18][CH:19]=[CH:20][CH:21]=[CH:22][CH:23]=[CH:24][CH2:25][CH2:26][CH2:27][CH2:28][CH2:29][CH2:30][CH2:31][CH2:32][CH3:33], predict the reactants needed to synthesize it. The reactants are: [Si]([O:8][CH2:9][CH:10]([CH2:35][O:36][CH2:37][CH2:38][CH2:39][CH2:40][CH2:41][CH2:42][CH2:43][CH2:44][CH2:45][CH2:46][CH2:47][CH2:48][CH2:49][CH2:50][CH2:51][CH3:52])[O:11][C:12](=[O:34])[CH:13]=[CH:14][CH:15]=[CH:16][CH:17]=[CH:18][CH:19]=[CH:20][CH:21]=[CH:22][CH:23]=[CH:24][CH2:25][CH2:26][CH2:27][CH2:28][CH2:29][CH2:30][CH2:31][CH2:32][CH3:33])(C(C)(C)C)(C)C.C(O)(=O)C.CCCC[N+](CCCC)(CCCC)CCCC.[F-].O. (2) Given the product [CH3:12][C:13]([OH:16])([C:5]#[C:4][C:2]([CH3:3])([OH:6])[CH2:1][CH3:7])[CH3:14], predict the reactants needed to synthesize it. The reactants are: [CH3:1][C:2]([OH:6])([C:4]#[CH:5])[CH3:3].[CH2:7]([Li])CCC.[CH3:12][C:13](=[O:16])[CH2:14]C. (3) The reactants are: [OH:1][C:2]1[N:7]([CH2:8][CH2:9][CH3:10])[C:6](=[O:11])[N:5]([CH2:12][C:13]2[CH:18]=[CH:17][CH:16]=[CH:15][CH:14]=2)[C:4](=[O:19])[C:3]=1[C:20]([NH:22][CH2:23][C:24]([OH:26])=[O:25])=[O:21].[CH2:27](N1C(=O)CC(=O)N(CC2C=CC=CC=2)C1=O)CCC.C(N(C(C)C)CC)(C)C.N(CC(OCC)=O)=C=O. Given the product [CH2:8]([N:7]1[C:2]([OH:1])=[C:3]([C:20]([NH:22][CH2:23][C:24]([OH:26])=[O:25])=[O:21])[C:4](=[O:19])[N:5]([CH2:12][C:13]2[CH:18]=[CH:17][CH:16]=[CH:15][CH:14]=2)[C:6]1=[O:11])[CH2:9][CH2:10][CH3:27], predict the reactants needed to synthesize it. (4) Given the product [CH3:18][C:2]1[O:11][C:10]([C:12]2[CH:13]=[N:14][CH:15]=[CH:16][CH:17]=2)=[N:9][C:3]=1[CH2:4][C:5]([O:7][CH3:8])=[O:6], predict the reactants needed to synthesize it. The reactants are: O=[C:2]([CH3:18])[CH:3]([NH:9][C:10]([C:12]1[CH:13]=[N:14][CH:15]=[CH:16][CH:17]=1)=[O:11])[CH2:4][C:5]([O:7][CH3:8])=[O:6].P(Cl)(Cl)(Cl)=O.